From a dataset of Full USPTO retrosynthesis dataset with 1.9M reactions from patents (1976-2016). Predict the reactants needed to synthesize the given product. (1) Given the product [CH:10]1([NH:13][C:7]([C:6]2[C:2]([CH3:1])=[N:3][NH:4][CH:5]=2)=[O:9])[CH2:12][CH2:11]1, predict the reactants needed to synthesize it. The reactants are: [CH3:1][C:2]1[C:6]([C:7]([OH:9])=O)=[CH:5][NH:4][N:3]=1.[CH:10]1([NH2:13])[CH2:12][CH2:11]1. (2) Given the product [CH2:26]([O:25][C:23](=[O:24])[CH2:22][C:17]1([CH2:18][CH2:19][CH3:20])[C:10]2[NH:11][C:3]3[C:4]([C:9]=2[CH2:12][CH2:13][O:21]1)=[C:5]([Br:8])[C:6]([F:29])=[CH:7][C:2]=3[CH3:1])[CH3:27], predict the reactants needed to synthesize it. The reactants are: [CH3:1][C:2]1[CH:7]=[CH:6][C:5]([Br:8])=[C:4]2[C:9]([CH2:12][CH:13](N)CO)=[CH:10][NH:11][C:3]=12.[C:17]([CH2:22][C:23]([O:25][CH2:26][CH3:27])=[O:24])(=[O:21])[CH2:18][CH2:19][CH3:20].B(F)(F)[F:29].CCOCC. (3) Given the product [Cl:1][C:2]1[CH:3]=[CH:4][C:5]([O:6][CH2:7][CH2:8][CH2:9][C:10]2[N:14]=[C:13]3[N:15]=[C:20]([CH2:19][CH3:18])[CH:21]=[C:22]([CH2:23][CH3:24])[N:12]3[N:11]=2)=[CH:16][CH:17]=1, predict the reactants needed to synthesize it. The reactants are: [Cl:1][C:2]1[CH:17]=[CH:16][C:5]([O:6][CH2:7][CH2:8][CH2:9][C:10]2[N:14]=[C:13]([NH2:15])[NH:12][N:11]=2)=[CH:4][CH:3]=1.[CH3:18][CH2:19][C:20](=O)[CH2:21][C:22](=O)[CH2:23][CH3:24].